From a dataset of Full USPTO retrosynthesis dataset with 1.9M reactions from patents (1976-2016). Predict the reactants needed to synthesize the given product. (1) Given the product [F:1][C:2]1[CH:3]=[C:4]([CH:12]2[C:21]3[C:16](=[CH:17][CH:18]=[CH:19][CH:20]=3)[CH2:15][CH2:14][N:13]2[C:38]([NH:37][C:33]2[CH:32]=[N:31][CH:36]=[CH:35][CH:34]=2)=[O:39])[CH:5]=[CH:6][C:7]=1[C:8]([F:11])([F:9])[F:10], predict the reactants needed to synthesize it. The reactants are: [F:1][C:2]1[CH:3]=[C:4]([CH:12]2[C:21]3[C:16](=[CH:17][CH:18]=[CH:19][CH:20]=3)[CH2:15][CH2:14][NH:13]2)[CH:5]=[CH:6][C:7]=1[C:8]([F:11])([F:10])[F:9].CCN(C(C)C)C(C)C.[N:31]1[CH:36]=[CH:35][CH:34]=[C:33]([N:37]=[C:38]=[O:39])[CH:32]=1.O. (2) Given the product [Cl:19][C:20]1[CH:21]=[C:22]([C@H:26]2[N:34]3[C@@H:29]([CH2:30][CH2:31]/[C:32](=[CH:8]\[C:7]4[CH:10]=[CH:11][C:12]([N:13]5[CH:17]=[C:16]([CH3:18])[N:15]=[CH:14]5)=[C:5]([O:4][CH3:3])[CH:6]=4)/[C:33]3=[O:35])[CH2:28][CH2:27]2)[CH:23]=[CH:24][CH:25]=1, predict the reactants needed to synthesize it. The reactants are: [OH-].[Li+].[CH3:3][O:4][C:5]1[CH:6]=[C:7]([CH:10]=[CH:11][C:12]=1[N:13]1[CH:17]=[C:16]([CH3:18])[N:15]=[CH:14]1)[CH:8]=O.[Cl:19][C:20]1[CH:21]=[C:22]([C@H:26]2[N:34]3[C@@H:29]([CH2:30][CH2:31][CH:32](P(=O)(OCC)OCC)[C:33]3=[O:35])[CH2:28][CH2:27]2)[CH:23]=[CH:24][CH:25]=1.C(O)C.